This data is from Peptide-MHC class II binding affinity with 134,281 pairs from IEDB. The task is: Regression. Given a peptide amino acid sequence and an MHC pseudo amino acid sequence, predict their binding affinity value. This is MHC class II binding data. (1) The peptide sequence is VLEWRFDSRLAFHHV. The MHC is DRB1_0405 with pseudo-sequence DRB1_0405. The binding affinity (normalized) is 0.425. (2) The peptide sequence is RNGRLLSIPISINYR. The MHC is DRB1_0401 with pseudo-sequence DRB1_0401. The binding affinity (normalized) is 0.593. (3) The peptide sequence is YYKFLANVSTVLTGK. The MHC is DRB1_0401 with pseudo-sequence DRB1_0401. The binding affinity (normalized) is 0.774. (4) The peptide sequence is NKFVSPKSVSGTFVA. The MHC is DRB1_0802 with pseudo-sequence DRB1_0802. The binding affinity (normalized) is 0. (5) The peptide sequence is RVIAQGPTATFEAMY. The MHC is HLA-DPA10301-DPB10402 with pseudo-sequence HLA-DPA10301-DPB10402. The binding affinity (normalized) is 0.215. (6) The peptide sequence is EKKYFAATQFEPPAA. The MHC is DRB1_1001 with pseudo-sequence DRB1_1001. The binding affinity (normalized) is 0.603. (7) The peptide sequence is ARVTVKDVTFRNITG. The MHC is DRB1_0802 with pseudo-sequence DRB1_0802. The binding affinity (normalized) is 0.346. (8) The peptide sequence is VIPEGWKADTCYESK. The MHC is HLA-DQA10401-DQB10402 with pseudo-sequence HLA-DQA10401-DQB10402. The binding affinity (normalized) is 0. (9) The peptide sequence is AQNGVQAMSSLGSSL. The MHC is DRB1_0101 with pseudo-sequence DRB1_0101. The binding affinity (normalized) is 0.589.